From a dataset of Reaction yield outcomes from USPTO patents with 853,638 reactions. Predict the reaction yield, written as a fraction of the theoretical maximum amount of product (1.0 means a 100% yield; for example, 0.34 means a 34% yield). (1) The reactants are Br[C:2]1[C:7](=[O:8])[N:6]([CH2:9][C:10]2[CH:15]=[CH:14][C:13]([C:16]3[C:17]([C:22]#[N:23])=[CH:18][CH:19]=[CH:20][CH:21]=3)=[CH:12][CH:11]=2)[C:5]([CH2:24][CH2:25][CH2:26][CH3:27])=[N:4][C:3]=1[CH3:28].[O:29]1[C:33]2[CH:34]=[CH:35][C:36](B(O)O)=[CH:37][C:32]=2[CH2:31][CH2:30]1.C(=O)([O-])[O-].[Cs+].[Cs+]. The catalyst is O1CCOCC1.C(OCC)(=O)C.C1C=CC(P(C2C=CC=CC=2)[C-]2C=CC=C2)=CC=1.C1C=CC(P(C2C=CC=CC=2)[C-]2C=CC=C2)=CC=1.Cl[Pd]Cl.[Fe+2]. The product is [CH2:24]([C:5]1[N:6]([CH2:9][C:10]2[CH:15]=[CH:14][C:13]([C:16]3[C:17]([C:22]#[N:23])=[CH:18][CH:19]=[CH:20][CH:21]=3)=[CH:12][CH:11]=2)[C:7](=[O:8])[C:2]([C:36]2[CH:35]=[CH:34][C:33]3[O:29][CH2:30][CH2:31][C:32]=3[CH:37]=2)=[C:3]([CH3:28])[N:4]=1)[CH2:25][CH2:26][CH3:27]. The yield is 0.720. (2) The reactants are [Cl:1][C:2]1[CH:10]=[CH:9][CH:8]=[C:7]2[C:3]=1[C:4]([C:15]([OH:17])=O)=[CH:5][N:6]2[CH2:11][CH2:12][O:13][CH3:14].CN(C(ON1N=NC2C=CC=NC1=2)=[N+](C)C)C.F[P-](F)(F)(F)(F)F.[F:42][C:43]1([F:51])[CH2:48][CH2:47][CH:46]([CH2:49][NH2:50])[CH2:45][CH2:44]1.CCN(C(C)C)C(C)C. The catalyst is CN(C=O)C. The product is [Cl:1][C:2]1[CH:10]=[CH:9][CH:8]=[C:7]2[C:3]=1[C:4]([C:15]([NH:50][CH2:49][CH:46]1[CH2:47][CH2:48][C:43]([F:51])([F:42])[CH2:44][CH2:45]1)=[O:17])=[CH:5][N:6]2[CH2:11][CH2:12][O:13][CH3:14]. The yield is 0.720. (3) The reactants are P([O-])([O-])[O-].[C:5]([O:8][CH2:9]/[CH:10]=[CH:11]\[CH2:12][O:13][C:14](=[O:16])[CH3:15])(=O)[CH3:6].[CH2:17](O)[CH2:18]CC.C(OC(OCCCC)=CCC)CCC. The product is [C:14]([O:13][CH2:12][CH2:11][CH2:10][CH2:9][O:8][CH:5]=[CH:6][CH2:17][CH3:18])(=[O:16])[CH3:15]. The catalyst is [Pd]. The yield is 0.257. (4) The reactants are C([NH:4][C:5]1(C(OCC)=O)[CH2:14][C:13]2[C:8](=[CH:9][CH:10]=[CH:11][CH:12]=2)[NH:7][C:6]1=[O:15])(=O)C. The catalyst is Cl. The product is [NH2:4][CH:5]1[CH2:14][C:13]2[C:8](=[CH:9][CH:10]=[CH:11][CH:12]=2)[NH:7][C:6]1=[O:15]. The yield is 0.720. (5) The reactants are Br.Br[CH:3]([C:5]1[CH:6]=[C:7]([C:22]([N:24]([CH3:26])[CH3:25])=[O:23])[CH:8]=[C:9]2[C:14]=1[O:13][C:12]([N:15]1[CH2:20][CH2:19][O:18][CH2:17][CH2:16]1)=[CH:11][C:10]2=[O:21])[CH3:4].[F:27][C:28]1[CH:29]=[C:30]([CH:32]=[C:33]([F:35])[CH:34]=1)[NH2:31]. The catalyst is CN(C=O)C. The product is [F:27][C:28]1[CH:29]=[C:30]([NH:31][CH:3]([C:5]2[CH:6]=[C:7]([C:22]([N:24]([CH3:26])[CH3:25])=[O:23])[CH:8]=[C:9]3[C:14]=2[O:13][C:12]([N:15]2[CH2:20][CH2:19][O:18][CH2:17][CH2:16]2)=[CH:11][C:10]3=[O:21])[CH3:4])[CH:32]=[C:33]([F:35])[CH:34]=1. The yield is 0.685. (6) The reactants are [Cl:1][C:2]1[C:7]([Cl:8])=[CH:6][CH:5]=[C:4]([N:9]=[C:10]=S)[N:3]=1.C(N(CC)CC)C.Cl.Cl.[NH2:21][CH2:22][C:23]1([OH:31])[CH:28]2[CH2:29][CH2:30][N:25]([CH2:26][CH2:27]2)[CH2:24]1.C(N=C=NC(C)C)(C)C. The catalyst is CN(C)C=O. The product is [Cl:8][C:7]1[CH:6]=[CH:5][C:4]([NH:9][C:10]2[O:31][C@:23]3([CH2:22][N:21]=2)[CH:28]2[CH2:29][CH2:30][N:25]([CH2:26][CH2:27]2)[CH2:24]3)=[N:3][C:2]=1[Cl:1]. The yield is 0.470.